Dataset: Full USPTO retrosynthesis dataset with 1.9M reactions from patents (1976-2016). Task: Predict the reactants needed to synthesize the given product. (1) Given the product [Cl:1][C:2]1[CH:15]=[CH:14][C:13]([F:16])=[CH:12][C:3]=1[O:4][C:5]1[CH:11]=[CH:10][C:8]([I:22])=[CH:7][CH:6]=1, predict the reactants needed to synthesize it. The reactants are: [Cl:1][C:2]1[CH:15]=[CH:14][C:13]([F:16])=[CH:12][C:3]=1[O:4][C:5]1[CH:11]=[CH:10][C:8](N)=[CH:7][CH:6]=1.Cl.N([O-])=O.[Na+].[I-:22].[K+]. (2) Given the product [F:1][C:2]([F:32])([F:31])[C:3]1[CH:4]=[C:5]([CH:13]2[O:17][C:16](=[O:18])[N:15]([CH2:19][C:20]3[CH:25]=[C:24]([C:26]([F:29])([F:28])[F:27])[CH:23]=[CH:22][C:21]=3[C:37]3[C:38]([O:44][CH3:45])=[CH:39][CH:40]=[C:35]([CH:33]=[O:34])[CH:36]=3)[CH2:14]2)[CH:6]=[C:7]([C:9]([F:12])([F:11])[F:10])[CH:8]=1, predict the reactants needed to synthesize it. The reactants are: [F:1][C:2]([F:32])([F:31])[C:3]1[CH:4]=[C:5]([CH:13]2[O:17][C:16](=[O:18])[N:15]([CH2:19][C:20]3[CH:25]=[C:24]([C:26]([F:29])([F:28])[F:27])[CH:23]=[CH:22][C:21]=3I)[CH2:14]2)[CH:6]=[C:7]([C:9]([F:12])([F:11])[F:10])[CH:8]=1.[CH:33]([C:35]1[CH:36]=[CH:37][C:38]([O:44][CH3:45])=[C:39](B(O)O)[CH:40]=1)=[O:34].C(=O)([O-])[O-].[Na+].[Na+]. (3) Given the product [F:15][C:14]([F:17])([F:16])[CH:13]([C:18]1[CH:23]=[C:22]([Cl:24])[C:21]([Cl:25])=[C:20]([Cl:26])[CH:19]=1)/[CH:12]=[CH:11]/[C:9]1[CH:8]=[CH:7][C:3]([C:4]([OH:6])=[O:5])=[C:2]([CH:27]=[CH2:28])[CH:10]=1, predict the reactants needed to synthesize it. The reactants are: Br[C:2]1[CH:10]=[C:9](/[CH:11]=[CH:12]/[CH:13]([C:18]2[CH:23]=[C:22]([Cl:24])[C:21]([Cl:25])=[C:20]([Cl:26])[CH:19]=2)[C:14]([F:17])([F:16])[F:15])[CH:8]=[CH:7][C:3]=1[C:4]([OH:6])=[O:5].[CH2:27]([Sn](CCCC)(CCCC)C=C)[CH2:28]CC.O. (4) Given the product [Br:49][C:50]1[CH:55]=[CH:54][C:53]([NH:24][C@@H:23]([CH2:25][C:26]2[C:34]3[C:29](=[CH:30][CH:31]=[CH:32][CH:33]=3)[NH:28][CH:27]=2)[C:22]([O:21][CH3:20])=[O:35])=[C:52]([N+:57]([O-:59])=[O:58])[CH:51]=1, predict the reactants needed to synthesize it. The reactants are: ONC(C1C=C2C(=CC=1)N[C@@H](C(C)C)C(=O)N2)=O.Cl.[CH3:20][O:21][C:22](=[O:35])[C@H:23]([CH2:25][C:26]1[C:34]2[C:29](=[CH:30][CH:31]=[CH:32][CH:33]=2)[NH:28][CH:27]=1)[NH2:24].[N+](C1C=C(C=CC=1F)C(O)=O)([O-])=O.[Br:49][C:50]1[CH:55]=[CH:54][C:53](F)=[C:52]([N+:57]([O-:59])=[O:58])[CH:51]=1. (5) Given the product [CH2:26]([O:19][C:18](=[O:20])[CH2:17][NH:16][C:14]([C:6]1[C:7](=[O:13])[O:8][C:9]2[C:4]([C:5]=1[OH:21])=[CH:3][C:2]([Cl:1])=[CH:11][C:10]=2[Cl:12])=[O:15])[CH3:27], predict the reactants needed to synthesize it. The reactants are: [Cl:1][C:2]1[CH:3]=[C:4]2[C:9](=[C:10]([Cl:12])[CH:11]=1)[O:8][C:7](=[O:13])[C:6]([C:14]([NH:16][CH2:17][C:18]([OH:20])=[O:19])=[O:15])=[C:5]2[OH:21].O=S(Cl)Cl.[CH2:26](O)[CH3:27]. (6) Given the product [F:33][C:29]1[CH:28]=[C:27]([C:24]2[CH:25]=[CH:26][C:21]([C:19]([NH:18][C@H:15]3[CH2:14][CH2:13][C@@H:12]([NH:11][C:9](=[O:10])[CH2:8][NH2:7])[CH2:17][CH2:16]3)=[O:20])=[CH:22][N:23]=2)[CH:32]=[CH:31][CH:30]=1, predict the reactants needed to synthesize it. The reactants are: C(OC(=O)[NH:7][CH2:8][C:9]([NH:11][C@H:12]1[CH2:17][CH2:16][C@@H:15]([NH:18][C:19]([C:21]2[CH:22]=[N:23][C:24]([C:27]3[CH:32]=[CH:31][CH:30]=[C:29]([F:33])[CH:28]=3)=[CH:25][CH:26]=2)=[O:20])[CH2:14][CH2:13]1)=[O:10])(C)(C)C.FC(F)(F)C(O)=O. (7) Given the product [F:1][C:2]1[CH:7]=[CH:6][CH:5]=[CH:4][C:3]=1[C:8]1[N:9]=[N:10][N:11]([CH3:15])[C:12]=1[CH2:13][OH:14], predict the reactants needed to synthesize it. The reactants are: [F:1][C:2]1[CH:7]=[CH:6][CH:5]=[CH:4][C:3]=1[C:8]1[N:9]=[N:10][N:11]([CH3:15])[C:12]=1[CH:13]=[O:14].[BH4-].[Na+].